The task is: Predict the product of the given reaction.. This data is from Forward reaction prediction with 1.9M reactions from USPTO patents (1976-2016). Given the reactants FC(F)(F)C(O)=O.[NH2:8][C:9]1[C:14]([C:15]([C:17]2[CH:22]=[C:21]([F:23])[CH:20]=[CH:19][C:18]=2[O:24][CH3:25])=[O:16])=[CH:13][N:12]=[C:11]([NH:26][C@@H:27]2[CH2:31][CH2:30][NH:29][CH2:28]2)[N:10]=1.Cl[C:33]([O:35][CH2:36][CH3:37])=[O:34], predict the reaction product. The product is: [CH2:36]([O:35][C:33]([N:29]1[CH2:30][CH2:31][C@@H:27]([NH:26][C:11]2[N:10]=[C:9]([NH2:8])[C:14]([C:15](=[O:16])[C:17]3[CH:22]=[C:21]([F:23])[CH:20]=[CH:19][C:18]=3[O:24][CH3:25])=[CH:13][N:12]=2)[CH2:28]1)=[O:34])[CH3:37].